Dataset: Reaction yield outcomes from USPTO patents with 853,638 reactions. Task: Predict the reaction yield, written as a fraction of the theoretical maximum amount of product (1.0 means a 100% yield; for example, 0.34 means a 34% yield). (1) The reactants are [Br:1][C:2]1[C:3](F)=[C:4]2[C:10]([NH:11][C:12](=[O:19])[C:13]3[CH:18]=[CH:17][CH:16]=[N:15][CH:14]=3)=[CH:9][NH:8][C:5]2=[N:6][CH:7]=1.[NH:21]1[CH2:26][CH2:25][CH2:24][CH:23]([NH:27][C:28](=[O:34])[O:29][C:30]([CH3:33])([CH3:32])[CH3:31])[CH2:22]1. No catalyst specified. The product is [Br:1][C:2]1[C:3]([N:21]2[CH2:26][CH2:25][CH2:24][C@H:23]([NH:27][C:28](=[O:34])[O:29][C:30]([CH3:32])([CH3:31])[CH3:33])[CH2:22]2)=[C:4]2[C:10]([NH:11][C:12](=[O:19])[C:13]3[CH:18]=[CH:17][CH:16]=[N:15][CH:14]=3)=[CH:9][NH:8][C:5]2=[N:6][CH:7]=1. The yield is 0.410. (2) The reactants are [CH:1]([OH:3])=[O:2].[F:4][CH:5]([F:36])[O:6][C:7]1[CH:12]=[CH:11][CH:10]=[CH:9][C:8]=1[CH2:13][C:14]1[N:18]2[CH:19]=[C:20]([C:24]3[CH:25]=[N:26][C:27]([C:30]4([OH:34])[CH2:33][NH:32][CH2:31]4)=[N:28][CH:29]=3)[C:21]([F:23])=[CH:22][C:17]2=[N:16][C:15]=1[CH3:35].C=O.[C:39](O[BH-](OC(=O)C)OC(=O)C)(=O)C.[Na+].C(=O)(O)[O-].[Na+]. The catalyst is C(O)C.C(O)(=O)C. The product is [CH:1]([OH:3])=[O:2].[F:36][CH:5]([F:4])[O:6][C:7]1[CH:12]=[CH:11][CH:10]=[CH:9][C:8]=1[CH2:13][C:14]1[N:18]2[CH:19]=[C:20]([C:24]3[CH:25]=[N:26][C:27]([C:30]4([OH:34])[CH2:33][N:32]([CH3:39])[CH2:31]4)=[N:28][CH:29]=3)[C:21]([F:23])=[CH:22][C:17]2=[N:16][C:15]=1[CH3:35]. The yield is 0.170.